From a dataset of Catalyst prediction with 721,799 reactions and 888 catalyst types from USPTO. Predict which catalyst facilitates the given reaction. Reactant: [O:1]=[C:2]1[CH2:6][CH2:5][CH:4]([CH2:7][C:8]([OH:10])=O)[CH2:3]1.C(Cl)(=O)C(Cl)=O.[CH3:17][O:18][C:19]1[CH:20]=[C:21]([CH:23]=[C:24]([O:28][CH3:29])[C:25]=1[O:26][CH3:27])[NH2:22].N1C=CC=CC=1. Product: [CH3:29][O:28][C:24]1[CH:23]=[C:21]([NH:22][C:8](=[O:10])[CH2:7][CH:4]2[CH2:5][CH2:6][C:2](=[O:1])[CH2:3]2)[CH:20]=[C:19]([O:18][CH3:17])[C:25]=1[O:26][CH3:27]. The catalyst class is: 139.